Dataset: Experimentally validated miRNA-target interactions with 360,000+ pairs, plus equal number of negative samples. Task: Binary Classification. Given a miRNA mature sequence and a target amino acid sequence, predict their likelihood of interaction. (1) The miRNA is mmu-miR-669f-3p with sequence CAUAUACAUACACACACACGUAU. Result: 1 (interaction). The protein sequence of the target gene is MEGALTARQIVNEGDSSLATELQEEPEESPGPVVDENIVSAKKQGQSTHNWSGDWSFWISSSTYKDRNEEYRQQFTHLPDSEKLIADYACALQKDILVQGRLYLSEKWLCFYSNIFRWETTISIALKNITFMTKEKTARLIPNAIQIITEGEKFFFTSFGARDRSYLIIFRLWQNVLLDKSLTRQEFWQLLQQNYGTELGLNAEEMEHLLSVEENVQPRSPGRSSVDDAGERDEKFSKAVSFTQESVSRASETEPLDGNSPKRGLGKEDSQSERNVRKSPSLASEKRISRAPSKSLDLNK.... (2) The miRNA is hsa-miR-603 with sequence CACACACUGCAAUUACUUUUGC. The protein sequence of the target gene is MAGNFWQSSHYLQWILDKQDLLKERQKDLKFLSEEEYWKLQIFFTNVIQALGEHLKLRQQVIATATVYFKRFYARYSLKSIDPVLMAPTCVFLASKVEEFGVVSNTRLIAATTSVLKTRFSYAFPKEFPYRMNHILECEFYLLELMDCCLIVYHPYRPLLQYVQDMGQEDVLLPLAWRIVNDTYRTDLCLLYPPFMIALACLHVACVVQQKDARQWFAELSVDMEKILEIIRVILKLYEQWKNFDERKEMATILSKMPKPKPPPNSEGEQGPNGSQNSSYSQS. Result: 0 (no interaction). (3) The miRNA is hsa-miR-4777-5p with sequence UUCUAGAUGAGAGAUAUAUAUA. The protein sequence of the target gene is MSGRSKRESRGSTRGKRESESRGSSGRVKRERDREREPEAASSRGSPVRVKREFEPASAREAPASVVPFVRVKREREVDEDSEPEREVRAKNGRVDSEDRRSRHCPYLDTINRSVLDFDFEKLCSISLSHINAYACLVCGKYFQGRGLKSHAYIHSVQFSHHVFLNLHTLKFYCLPDNYEIIDSSLEDITYVLKPTFTKQQIANLDKQAKLSRAYDGTTYLPGIVGLNNIKANDYANAVLQALSNVPPLRNYFLEEDNYKNIKRPPGDIMFLLVQRFGELMRKLWNPRNFKAHVSPHEML.... Result: 0 (no interaction).